Dataset: Hepatocyte clearance measurements from AstraZeneca. Task: Regression/Classification. Given a drug SMILES string, predict its absorption, distribution, metabolism, or excretion properties. Task type varies by dataset: regression for continuous measurements (e.g., permeability, clearance, half-life) or binary classification for categorical outcomes (e.g., BBB penetration, CYP inhibition). For this dataset (clearance_hepatocyte_az), we predict log10(clearance) (log10 of the in vitro intrinsic clearance, CLint, in uL/min per 10^6 hepatocytes; values are censored to the assay range of 3 to 150, which is 0.477 to 2.18 on this log10 scale). (1) The drug is Cc1cc(C(=O)Cn2cc(C(F)(F)F)ccc2=O)c(C)n1Cc1ccccc1. The log10(clearance) is 2.18. (2) The compound is NC1(c2ccc(-c3nc4ccccn4c3-c3ccccc3)cc2)CCC1. The log10(clearance) is 1.26. (3) The compound is Cc1cc(NS(=O)(=O)c2ccc(Cl)cc2)no1. The log10(clearance) is 0.930. (4) The molecule is CC#C[C@]1(O)CC[C@H]2[C@@H]3CCC4=CC(=O)CCC4=C3[C@@H](c3ccc(N(C)C)cc3)C[C@@]21C. The log10(clearance) is 1.43. (5) The drug is Cn1sc(=O)c2cc(S(N)(=O)=O)ccc21. The log10(clearance) is 1.24. (6) The compound is NC(=O)c1ccc(N(C(N)=O)c2c(F)cccc2F)nc1-c1ccc(F)cc1F. The log10(clearance) is 0.480.